Dataset: Reaction yield outcomes from USPTO patents with 853,638 reactions. Task: Predict the reaction yield, written as a fraction of the theoretical maximum amount of product (1.0 means a 100% yield; for example, 0.34 means a 34% yield). (1) The reactants are C(O[C:6](=O)[N:7]([C:9]1[CH:14]=[C:13]([O:15][C:16]2[CH:21]=[CH:20][CH:19]=[C:18]([N:22]3[CH2:27][CH2:26][O:25][CH2:24][CH2:23]3)[CH:17]=2)[CH:12]=[CH:11][C:10]=1[NH2:28])C)(C)(C)C.[C:30](O)(=O)[CH2:31][OH:32]. The catalyst is Cl.O1CCOCC1. The product is [CH3:6][N:7]1[C:9]2[CH:14]=[C:13]([O:15][C:16]3[CH:21]=[CH:20][CH:19]=[C:18]([N:22]4[CH2:23][CH2:24][O:25][CH2:26][CH2:27]4)[CH:17]=3)[CH:12]=[CH:11][C:10]=2[N:28]=[C:30]1[CH2:31][OH:32]. The yield is 0.570. (2) The reactants are [C:1]([O:5][C:6]([NH:8][CH2:9][C:10]1[C:11]([C:45]2[CH:50]=[CH:49][C:48]([CH3:51])=[CH:47][CH:46]=2)=[C:12]([CH2:22][C:23]([O:25][CH2:26][C:27]2[CH:44]=[CH:43][C:30]([C:31]([O:33]CC(=O)C3C=CC=CC=3)=[O:32])=[CH:29][CH:28]=2)=[O:24])[C:13]([CH3:21])=[N:14][C:15]=1[CH2:16][C:17]([CH3:20])([CH3:19])[CH3:18])=[O:7])([CH3:4])([CH3:3])[CH3:2].C(O)(=O)C. The catalyst is C(OCC)(=O)C.O.[Zn]. The product is [C:1]([O:5][C:6]([NH:8][CH2:9][C:10]1[C:11]([C:45]2[CH:50]=[CH:49][C:48]([CH3:51])=[CH:47][CH:46]=2)=[C:12]([CH2:22][C:23]([O:25][CH2:26][C:27]2[CH:28]=[CH:29][C:30]([C:31]([OH:33])=[O:32])=[CH:43][CH:44]=2)=[O:24])[C:13]([CH3:21])=[N:14][C:15]=1[CH2:16][C:17]([CH3:18])([CH3:19])[CH3:20])=[O:7])([CH3:2])([CH3:3])[CH3:4]. The yield is 0.480. (3) The reactants are [F:1][C:2]([F:11])([F:10])[C:3]1[CH:4]=[C:5]([OH:9])[CH:6]=[CH:7][CH:8]=1.F[C:13]1[CH:20]=[CH:19][C:18]([CH:21]=[O:22])=[CH:17][C:14]=1[C:15]#[N:16].C([O-])([O-])=O.[K+].[K+]. The catalyst is CN(C=O)C. The product is [CH:21]([C:18]1[CH:19]=[CH:20][C:13]([O:9][C:5]2[CH:6]=[CH:7][CH:8]=[C:3]([C:2]([F:10])([F:11])[F:1])[CH:4]=2)=[C:14]([CH:17]=1)[C:15]#[N:16])=[O:22]. The yield is 1.07. (4) The reactants are [CH2:1]([N:3]1[C:7]2=[N:8][C:9]([CH2:24][CH3:25])=[C:10]([C:19]([O:21]CC)=[O:20])[C:11]([NH:12][CH:13]3[CH2:18][CH2:17][O:16][CH2:15][CH2:14]3)=[C:6]2[CH:5]=[N:4]1)[CH3:2].[Li+].[OH-].CO.Cl. The catalyst is O.[Cl-].[Na+].O. The product is [CH2:1]([N:3]1[C:7]2=[N:8][C:9]([CH2:24][CH3:25])=[C:10]([C:19]([OH:21])=[O:20])[C:11]([NH:12][CH:13]3[CH2:18][CH2:17][O:16][CH2:15][CH2:14]3)=[C:6]2[CH:5]=[N:4]1)[CH3:2]. The yield is 0.950. (5) The product is [C:1]([C:3]1[C:4]([C:19]2[CH:24]=[CH:23][C:22]([Cl:25])=[CH:21][C:20]=2[Cl:26])=[C:5]([C:14]([OH:16])=[O:15])[S:6][C:7]=1[N:8]1[CH2:9][CH2:10][O:11][CH2:12][CH2:13]1)#[N:2]. The catalyst is C1COCC1.CO.O. The yield is 0.620. The reactants are [C:1]([C:3]1[C:4]([C:19]2[CH:24]=[CH:23][C:22]([Cl:25])=[CH:21][C:20]=2[Cl:26])=[C:5]([C:14]([O:16]CC)=[O:15])[S:6][C:7]=1[N:8]1[CH2:13][CH2:12][O:11][CH2:10][CH2:9]1)#[N:2].[OH-].[Na+].